Dataset: Aqueous solubility values for 9,982 compounds from the AqSolDB database. Task: Regression/Classification. Given a drug SMILES string, predict its absorption, distribution, metabolism, or excretion properties. Task type varies by dataset: regression for continuous measurements (e.g., permeability, clearance, half-life) or binary classification for categorical outcomes (e.g., BBB penetration, CYP inhibition). For this dataset (solubility_aqsoldb), we predict Y. (1) The molecule is CCCC(N)C(=O)O. The Y is -0.110 log mol/L. (2) The drug is CN1C(=O)c2cccnc2Oc2ccccc21. The Y is -3.67 log mol/L. (3) The drug is CN(C)C(=O)c1ccc(Cl)cc1. The Y is -1.00 log mol/L. (4) The drug is O=C(NC(=O)c1c(F)cccc1F)Nc1ccc(OC(F)(F)C(F)OC(F)(F)F)c(Cl)c1. The Y is -6.97 log mol/L.